From a dataset of Forward reaction prediction with 1.9M reactions from USPTO patents (1976-2016). Predict the product of the given reaction. (1) Given the reactants [NH2:1][C:2]1[CH:7]=[CH:6][CH:5]=[CH:4][C:3]=1[SH:8].[CH3:9][O:10][CH:11]1[CH2:16][CH2:15][CH:14]([C:17](O)=O)[CH2:13][CH2:12]1.COC1C=CC(P2(SP(C3C=CC(OC)=CC=3)(=S)S2)=S)=CC=1, predict the reaction product. The product is: [CH3:9][O:10][CH:11]1[CH2:16][CH2:15][CH:14]([C:17]2[S:8][C:3]3[CH:4]=[CH:5][CH:6]=[CH:7][C:2]=3[N:1]=2)[CH2:13][CH2:12]1. (2) Given the reactants CC1C=CC=C(C#CC=C2CCNCC2)N=1.[F:17][C:18]1[CH:19]=[C:20]([C:25]#[C:26][CH2:27][CH:28]2[CH2:33][CH2:32][N:31](C(OC(C)(C)C)=O)[CH2:30][CH2:29]2)[CH:21]=[C:22]([F:24])[CH:23]=1, predict the reaction product. The product is: [F:17][C:18]1[CH:19]=[C:20]([C:25]#[C:26][CH2:27][CH:28]2[CH2:29][CH2:30][NH:31][CH2:32][CH2:33]2)[CH:21]=[C:22]([F:24])[CH:23]=1. (3) Given the reactants F[C:2]1[C:7]([F:8])=[C:6]([CH3:9])[C:5]([F:10])=[C:4]([F:11])[N:3]=1.[OH:12][C:13]1[CH:17]=[C:16]([C:18]([F:21])([F:20])[F:19])[S:15][CH:14]=1.C(=O)([O-])[O-].[K+].[K+], predict the reaction product. The product is: [F:11][C:4]1[C:5]([F:10])=[C:6]([CH3:9])[C:7]([F:8])=[C:2]([O:12][C:13]2[CH:17]=[C:16]([C:18]([F:21])([F:20])[F:19])[S:15][CH:14]=2)[N:3]=1. (4) Given the reactants [CH:1]([N:14]1[C:22]2[C:17](=[CH:18][C:19]([Cl:23])=[CH:20][CH:21]=2)[C:16]([CH2:24][CH2:25][O:26][C:27]2[CH:35]=[CH:34][C:30]([C:31]([OH:33])=[O:32])=[CH:29][CH:28]=2)=[C:15]1[CH2:36][CH2:37][NH:38][S:39]([CH2:42][C:43]1[CH:48]=[CH:47][CH:46]=[CH:45][CH:44]=1)(=[O:41])=[O:40])([C:8]1[CH:13]=[CH:12][CH:11]=[CH:10][CH:9]=1)[C:2]1[CH:7]=[CH:6][CH:5]=[CH:4][CH:3]=1.[C:49](C1C=CC=CC=1CS(Cl)(=O)=O)#[N:50], predict the reaction product. The product is: [CH:1]([N:14]1[C:22]2[C:17](=[CH:18][C:19]([Cl:23])=[CH:20][CH:21]=2)[C:16]([CH2:24][CH2:25][O:26][C:27]2[CH:28]=[CH:29][C:30]([C:31]([OH:33])=[O:32])=[CH:34][CH:35]=2)=[C:15]1[CH2:36][CH2:37][NH:38][S:39]([CH2:42][C:43]1[CH:44]=[CH:45][CH:46]=[CH:47][C:48]=1[C:49]#[N:50])(=[O:41])=[O:40])([C:2]1[CH:7]=[CH:6][CH:5]=[CH:4][CH:3]=1)[C:8]1[CH:9]=[CH:10][CH:11]=[CH:12][CH:13]=1. (5) Given the reactants [NH2:1][CH:2]([C:4]1[N:9]=[C:8]2[CH:10]=[CH:11][N:12]([CH3:13])[C:7]2=[CH:6][C:5]=1[N:14]1[CH2:17][CH:16]([OH:18])[CH2:15]1)[CH3:3].[NH2:19][C:20]1[N:25]=[C:24]([NH2:26])[C:23]([C:27]#[N:28])=[C:22](Cl)[N:21]=1.CCN(CC)CC, predict the reaction product. The product is: [NH2:19][C:20]1[N:25]=[C:24]([NH2:26])[C:23]([C:27]#[N:28])=[C:22]([NH:1][CH:2]([C:4]2[N:9]=[C:8]3[CH:10]=[CH:11][N:12]([CH3:13])[C:7]3=[CH:6][C:5]=2[N:14]2[CH2:17][CH:16]([OH:18])[CH2:15]2)[CH3:3])[N:21]=1.